Dataset: Forward reaction prediction with 1.9M reactions from USPTO patents (1976-2016). Task: Predict the product of the given reaction. (1) Given the reactants Cl[C:2]1[C:7]([CH3:8])=[C:6](Cl)[N:5]=[CH:4][N:3]=1.[C:10]1([CH:16]2[CH2:21][CH2:20][NH:19][CH2:18][CH2:17]2)[CH:15]=[CH:14][CH:13]=[CH:12][CH:11]=1.C(=O)([O-])[O-].[K+].[K+].[NH2:28][NH2:29], predict the reaction product. The product is: [NH:28]([C:2]1[C:7]([CH3:8])=[C:6]([N:19]2[CH2:18][CH2:17][CH:16]([C:10]3[CH:15]=[CH:14][CH:13]=[CH:12][CH:11]=3)[CH2:21][CH2:20]2)[N:5]=[CH:4][N:3]=1)[NH2:29]. (2) Given the reactants [CH2:1]([NH:3][C:4](=[O:36])[NH:5][C:6]1[CH:11]=[CH:10][C:9]([C:12]2[N:13]=[C:14]([N:29]3[CH2:34][CH2:33][O:32][CH2:31][C@@H:30]3[CH3:35])[C:15]3[CH2:21]C[N:19]([C:22]([O:24][C:25]([CH3:28])(C)C)=[O:23])[CH2:18][C:16]=3[N:17]=2)=[CH:8][CH:7]=1)[CH3:2].ClC1N=C(N2CCOC[C@@H]2C)C2CN(C(OCC)=O)CC=2N=1.[F:59]C1C=C(C=CC=1B1OC(C)(C)C(C)(C)O1)N, predict the reaction product. The product is: [CH2:25]([O:24][C:22]([N:19]1[CH2:21][C:15]2[C:14]([N:29]3[CH2:34][CH2:33][O:32][CH2:31][C@@H:30]3[CH3:35])=[N:13][C:12]([C:9]3[CH:8]=[CH:7][C:6]([NH:5][C:4]([NH:3][CH2:1][CH3:2])=[O:36])=[CH:11][C:10]=3[F:59])=[N:17][C:16]=2[CH2:18]1)=[O:23])[CH3:28]. (3) The product is: [O:16]=[S:6]1(=[O:15])[C:7]2[CH:13]=[C:12]([O:14][C:23]3[CH:24]=[CH:25][C:20]([CH2:19][C:17]#[N:18])=[CH:21][CH:22]=3)[CH:11]=[CH:10][C:8]=2[N:9]2[CH2:1][CH2:2][CH2:3][CH:4]2[NH:5]1. Given the reactants [CH2:1]1[N:9]2[CH:4]([NH:5][S:6](=[O:16])(=[O:15])[C:7]3[CH:13]=[C:12]([OH:14])[CH:11]=[CH:10][C:8]=32)[CH2:3][CH2:2]1.[C:17]([CH2:19][C:20]1[CH:25]=[CH:24][C:23](B(O)O)=[CH:22][CH:21]=1)#[N:18].N1C=CC=CC=1, predict the reaction product. (4) Given the reactants C(=O)([O-])[O-].[Cs+].[Cs+].[OH:7][C:8]1[C:17]([O:18][CH:19]([CH3:21])[CH3:20])=[CH:16][CH:15]=[CH:14][C:9]=1[C:10]([O:12][CH3:13])=[O:11].[CH2:22](Br)[CH:23]=[CH2:24].O, predict the reaction product. The product is: [CH3:20][CH:19]([O:18][C:17]1[C:8]([O:7][CH2:24][CH:23]=[CH2:22])=[C:9]([CH:14]=[CH:15][CH:16]=1)[C:10]([O:12][CH3:13])=[O:11])[CH3:21]. (5) Given the reactants Cl[CH2:2][CH2:3][CH2:4][N:5]1[CH2:11][CH2:10][C:9]2[C:12]3[N:18]=[C:17]([C:19]([F:22])([F:21])[F:20])[O:16][C:13]=3[CH:14]=[CH:15][C:8]=2[CH2:7][CH2:6]1.[CH3:23][C:24]1[S:25][C:26]([C:30]2[N:31]([CH3:36])[C:32](=[S:35])[NH:33][N:34]=2)=[C:27]([CH3:29])[N:28]=1, predict the reaction product. The product is: [CH3:23][C:24]1[S:25][C:26]([C:30]2[N:31]([CH3:36])[C:32]([S:35][CH2:2][CH2:3][CH2:4][N:5]3[CH2:11][CH2:10][C:9]4[C:12]5[N:18]=[C:17]([C:19]([F:22])([F:21])[F:20])[O:16][C:13]=5[CH:14]=[CH:15][C:8]=4[CH2:7][CH2:6]3)=[N:33][N:34]=2)=[C:27]([CH3:29])[N:28]=1. (6) Given the reactants C1(O[C:8](=[O:32])[NH:9][C:10]2[CH:15]=[CH:14][C:13]([S:16]([CH:19]([CH3:21])[CH3:20])(=[O:18])=[O:17])=[C:12]([CH2:22][N:23]([C:25]([O:27][C:28]([CH3:31])([CH3:30])[CH3:29])=[O:26])[CH3:24])[CH:11]=2)C=CC=CC=1.[Br:33][C:34]1[CH:39]=[CH:38][C:37]([CH2:40][CH2:41][CH2:42]C(NC2C=CC(SC(C)C)=C(C=2)CN(C)C(=O)OC(C)(C)C)=O)=[CH:36][CH:35]=1.C1C=C(Cl)C=C(C(OO)=O)C=1, predict the reaction product. The product is: [Br:33][C:34]1[CH:39]=[CH:38][C:37]([CH2:40][CH2:41][CH2:42][C:8]([NH:9][C:10]2[CH:15]=[CH:14][C:13]([S:16]([CH:19]([CH3:21])[CH3:20])(=[O:18])=[O:17])=[C:12]([CH:11]=2)[CH2:22][N:23]([CH3:24])[C:25](=[O:26])[O:27][C:28]([CH3:31])([CH3:29])[CH3:30])=[O:32])=[CH:36][CH:35]=1. (7) Given the reactants ClC1C=C(C=[CH:10][CH:11]=1)C(OO)=O.C([C:14]1[CH:18]=[CH:17][S:16][C:15]=1[C:19]1[O:20][C:21]2[CH:27]=[CH:26][C:25]([C:28]([F:31])([F:30])[F:29])=[CH:24][C:22]=2[N:23]=1)C.[S:32]([O-])([O-:35])(=[O:34])=S.[Na+].[Na+], predict the reaction product. The product is: [CH2:10]([S:32]([C:14]1[CH:18]=[CH:17][S:16][C:15]=1[C:19]1[O:20][C:21]2[CH:27]=[CH:26][C:25]([C:28]([F:29])([F:30])[F:31])=[CH:24][C:22]=2[N:23]=1)(=[O:35])=[O:34])[CH3:11]. (8) Given the reactants COC1C=CC(B2OC(C)(C)C(C)(C)O2)=C[C:4]=1[CH2:18][S:19](N)(=[O:21])=[O:20].[F:23][C:24]1[CH:25]=[C:26]([CH:64]=[CH:65][CH:66]=1)[CH2:27][N:28]1[CH:32]=[C:31]([C:33]2[C:41]3[C:36](=[N:37][CH:38]=[C:39]([C:42]4[CH:43]=[N:44][C:45]([N:48]5[CH2:53][CH2:52][NH:51][CH2:50][CH2:49]5)=[CH:46][CH:47]=4)[CH:40]=3)[N:35]([S:54]([C:57]3[CH:63]=[CH:62][C:60]([CH3:61])=[CH:59][CH:58]=3)(=[O:56])=[O:55])[CH:34]=2)[CH:30]=[N:29]1.FC1C=C(C=CC=1)CN1C=C(C2C3C(=NC=C(C4C=NC(N5CCN(C)CC5)=CC=4)C=3)NC=2)C=N1.C(S(Cl)(=O)=O)C.C(N(CC)CC)C, predict the reaction product. The product is: [CH2:18]([S:19]([N:51]1[CH2:52][CH2:53][N:48]([C:45]2[N:44]=[CH:43][C:42]([C:39]3[CH:40]=[C:41]4[C:33]([C:31]5[CH:30]=[N:29][N:28]([CH2:27][C:26]6[CH:64]=[CH:65][CH:66]=[C:24]([F:23])[CH:25]=6)[CH:32]=5)=[CH:34][N:35]([S:54]([C:57]5[CH:63]=[CH:62][C:60]([CH3:61])=[CH:59][CH:58]=5)(=[O:56])=[O:55])[C:36]4=[N:37][CH:38]=3)=[CH:47][CH:46]=2)[CH2:49][CH2:50]1)(=[O:21])=[O:20])[CH3:4]. (9) Given the reactants Cl.C(O[C:5]([C:7]1[CH:8]=[C:9]2[C:15]([C:16]3[CH:20]=[CH:19][O:18][CH:17]=3)=[CH:14][N:13]([S:21]([C:24]3[CH:29]=[CH:28][CH:27]=[CH:26][CH:25]=3)(=[O:23])=[O:22])[C:10]2=[N:11][CH:12]=1)=[NH:6])C.[CH:30]([NH:32][NH2:33])=O.CCN(CC)CC, predict the reaction product. The product is: [C:24]1([S:21]([N:13]2[C:10]3=[N:11][CH:12]=[C:7]([C:5]4[NH:6][CH:30]=[N:32][N:33]=4)[CH:8]=[C:9]3[C:15]([C:16]3[CH:20]=[CH:19][O:18][CH:17]=3)=[CH:14]2)(=[O:22])=[O:23])[CH:25]=[CH:26][CH:27]=[CH:28][CH:29]=1. (10) Given the reactants [F:1][C:2]1[CH:7]=[CH:6][C:5]([OH:8])=[CH:4][CH:3]=1.Cl[C:10]1[C:19]2[C:14](=[CH:15][C:16]([O:22][CH3:23])=[C:17]([O:20][CH3:21])[CH:18]=2)[CH:13]=[C:12]([NH:24][C:25]2[CH:29]=[C:28]([CH3:30])[NH:27][N:26]=2)[N:11]=1, predict the reaction product. The product is: [F:1][C:2]1[CH:7]=[CH:6][C:5]([O:8][C:10]2[C:19]3[C:14](=[CH:15][C:16]([O:22][CH3:23])=[C:17]([O:20][CH3:21])[CH:18]=3)[CH:13]=[C:12]([NH:24][C:25]3[CH:29]=[C:28]([CH3:30])[NH:27][N:26]=3)[N:11]=2)=[CH:4][CH:3]=1.